Dataset: Catalyst prediction with 721,799 reactions and 888 catalyst types from USPTO. Task: Predict which catalyst facilitates the given reaction. (1) The catalyst class is: 17. Reactant: [N+:1]([C:4]1[CH:5]=[C:6]([S:10](Cl)(=[O:12])=[O:11])[CH:7]=[CH:8][CH:9]=1)([O-:3])=[O:2].[CH2:14]([O:17][C:18]([NH:20][CH:21]([C:28]1[CH:33]=[CH:32][CH:31]=[C:30]([NH2:34])[CH:29]=1)[CH2:22][C:23]([O:25][CH2:26][CH3:27])=[O:24])=[O:19])[CH:15]=[CH2:16]. Product: [CH2:26]([O:25][C:23](=[O:24])[CH2:22][CH:21]([NH:20][C:18]([O:17][CH2:14][CH:15]=[CH2:16])=[O:19])[C:28]1[CH:33]=[CH:32][CH:31]=[C:30]([NH:34][S:10]([C:6]2[CH:7]=[CH:8][CH:9]=[C:4]([N+:1]([O-:3])=[O:2])[CH:5]=2)(=[O:12])=[O:11])[CH:29]=1)[CH3:27]. (2) The catalyst class is: 11. Product: [CH:14]1([CH2:13][C@@H:9]([NH:8][C:6](=[O:7])[O:5][C:1]([CH3:3])([CH3:2])[CH3:4])[CH2:10][OH:11])[CH2:15][CH2:16][CH2:17][CH2:18][CH2:19]1. Reactant: [C:1]([O:5][C:6]([NH:8][C@H:9]([CH2:13][CH:14]1[CH2:19][CH2:18][CH2:17][CH2:16][CH2:15]1)[C:10](O)=[O:11])=[O:7])([CH3:4])([CH3:3])[CH3:2].[H-].COCCO[Al+]OCCOC.[Na+].[H-].[C@H](O)(C([O-])=O)[C@@H](O)C([O-])=O.[Na+].[K+]. (3) Reactant: [CH:1]1[CH:2]=[CH:3][C:4]2[S:9][N:8]=[C:7]([N:10]3[CH2:15][CH2:14][N:13]([CH2:16][CH2:17][C:18]4[CH:19]=[C:20]5[CH2:28][C:26](=[O:27])[NH:25][C:21]5=[CH:22][C:23]=4[Cl:24])[CH2:12][CH2:11]3)[C:5]=2[CH:6]=1.C([O:31]CC)C.CN(C)C=O.[ClH:39]. Product: [CH2:12]1[N:13]([CH2:16][CH2:17][C:18]2[CH:19]=[C:20]3[CH2:28][C:26]([NH:25][C:21]3=[CH:22][C:23]=2[Cl:24])=[O:27])[CH2:14][CH2:15][N:10]([C:7]2[C:5]3[C:4](=[CH:3][CH:2]=[CH:1][CH:6]=3)[S:9][N:8]=2)[CH2:11]1.[OH2:31].[ClH:39]. The catalyst class is: 6.